From a dataset of Reaction yield outcomes from USPTO patents with 853,638 reactions. Predict the reaction yield, written as a fraction of the theoretical maximum amount of product (1.0 means a 100% yield; for example, 0.34 means a 34% yield). The product is [OH:27][C:24]1[CH:25]=[CH:26][C:21]([C:2]2[N:7]=[C:6]([C:8]([NH2:10])=[O:9])[C:5]([CH3:11])=[N:4][C:3]=2[CH3:12])=[CH:22][CH:23]=1. The yield is 0.830. The reactants are Cl[C:2]1[N:7]=[C:6]([C:8]([NH2:10])=[O:9])[C:5]([CH3:11])=[N:4][C:3]=1[CH3:12].CC1(C)C(C)(C)OB([C:21]2[CH:26]=[CH:25][C:24]([OH:27])=[CH:23][CH:22]=2)O1.P([O-])([O-])([O-])=O.[K+].[K+].[K+]. The catalyst is COCCOC.CO.O.Cl[Pd]Cl.C1(P(C2C=CC=CC=2)[C-]2C=CC=C2)C=CC=CC=1.[C-]1(P(C2C=CC=CC=2)C2C=CC=CC=2)C=CC=C1.[Fe+2].